From a dataset of Catalyst prediction with 721,799 reactions and 888 catalyst types from USPTO. Predict which catalyst facilitates the given reaction. (1) The catalyst class is: 5. Reactant: O1CCCC1.Br[C:7]1[CH:12]=[CH:11][CH:10]=[CH:9][C:8]=1[Br:13].[O:14]1[C:18]2[CH:19]=[CH:20][CH:21]=[CH:22][C:17]=2[CH:16]=[C:15]1[CH:23]=[N:24][S:25]([C:28]1[CH:38]=[CH:37][C:31]2[O:32][CH2:33][CH2:34][CH2:35][O:36][C:30]=2[CH:29]=1)(=[O:27])=[O:26]. Product: [O:14]1[C:18]2[CH:19]=[CH:20][CH:21]=[CH:22][C:17]=2[CH:16]=[C:15]1[CH:23]([C:7]1[CH:12]=[CH:11][CH:10]=[CH:9][C:8]=1[Br:13])[NH:24][S:25]([C:28]1[CH:38]=[CH:37][C:31]2[O:32][CH2:33][CH2:34][CH2:35][O:36][C:30]=2[CH:29]=1)(=[O:26])=[O:27]. (2) Reactant: [CH3:1][C:2]1[CH:7]=[C:6]([N:8]2[CH:12]=[CH:11][CH:10]=[N:9]2)[CH:5]=[CH:4][N:3]=1.[Br:13]N1C(=O)CCC1=O.C(OOC(=O)C1C=CC=CC=1)(=O)C1C=CC=CC=1. Product: [Br:13][CH2:1][C:2]1[CH:7]=[C:6]([N:8]2[CH:12]=[CH:11][CH:10]=[N:9]2)[CH:5]=[CH:4][N:3]=1. The catalyst class is: 53. (3) Reactant: [C:1]([O:4][C:5](=O)[CH3:6])(=[O:3])[CH3:2].[C:8]([N:11]1[CH:16]=[C:15]([C:17]2[CH:22]=[C:21]([OH:23])[C:20]([OH:24])=C(O)C=2)[N:14]([CH2:26][C:27]([OH:29])=[O:28])[C:13](=[O:30])[CH:12]1[CH:31]([CH3:33])[CH3:32])(=[O:10])[CH3:9]. Product: [C:8]([N:11]1[CH:16]=[C:15]([C:17]2[CH:6]=[C:5]([O:4][C:1](=[O:3])[CH3:2])[C:20]([O:24][C:1](=[O:3])[CH3:2])=[C:21]([O:23][C:5](=[O:4])[CH3:6])[CH:22]=2)[N:14]([CH2:26][C:27]([OH:29])=[O:28])[C:13](=[O:30])[CH:12]1[CH:31]([CH3:33])[CH3:32])(=[O:10])[CH3:9]. The catalyst class is: 21. (4) Reactant: [Cl:1][C:2]1[CH:7]=[CH:6][CH:5]=[C:4]([Cl:8])[C:3]=1[N:9]1[C:13]([CH2:14][OH:15])=[C:12]([CH:16]([CH3:18])[CH3:17])[N:11]=[N:10]1.[Cl:19][C:20]1[CH:27]=[C:26](F)[CH:25]=[CH:24][C:21]=1[CH:22]=[O:23].C(=O)([O-])[O-].[Cs+].[Cs+].O. Product: [Cl:19][C:20]1[CH:27]=[C:26]([O:15][CH2:14][C:13]2[N:9]([C:3]3[C:4]([Cl:8])=[CH:5][CH:6]=[CH:7][C:2]=3[Cl:1])[N:10]=[N:11][C:12]=2[CH:16]([CH3:18])[CH3:17])[CH:25]=[CH:24][C:21]=1[CH:22]=[O:23]. The catalyst class is: 9. (5) Product: [NH2:22][C:16]1[C:17]([NH:21][CH:2]2[CH2:7][CH2:6][N:5]([C:8]([O:10][C:11]([CH3:14])([CH3:13])[CH3:12])=[O:9])[CH2:4][CH2:3]2)=[CH:18][CH:19]=[CH:20][N:15]=1. The catalyst class is: 10. Reactant: O=[C:2]1[CH2:7][CH2:6][N:5]([C:8]([O:10][C:11]([CH3:14])([CH3:13])[CH3:12])=[O:9])[CH2:4][CH2:3]1.[N:15]1[CH:20]=[CH:19][CH:18]=[C:17]([NH2:21])[C:16]=1[NH2:22].FC(F)(F)C(O)=O.C(O[BH-](OC(=O)C)OC(=O)C)(=O)C.[Na+]. (6) Reactant: [S:1]1[CH2:5][CH2:4][N:3]=[C:2]1[NH:6][CH:7]1[C:15]2[C:10](=[CH:11][CH:12]=[CH:13][CH:14]=2)[CH2:9][CH2:8]1.[N:16]#[C:17]Br. Product: [CH:7]1([N:6]=[C:2]2[N:3]([C:17]#[N:16])[CH2:4][CH2:5][S:1]2)[C:15]2[C:10](=[CH:11][CH:12]=[CH:13][CH:14]=2)[CH2:9][CH2:8]1. The catalyst class is: 10. (7) Reactant: C(O)(=O)[C@@H](C1C=CC=CC=1)O.[NH2:12][C@H:13]1[C:19]2[CH:20]=[CH:21][CH:22]=[CH:23][C:18]=2[CH2:17][CH2:16][N:15]([CH3:24])[C:14]1=[O:25].[ClH:26]. Product: [ClH:26].[NH2:12][C@H:13]1[C:19]2[CH:20]=[CH:21][CH:22]=[CH:23][C:18]=2[CH2:17][CH2:16][N:15]([CH3:24])[C:14]1=[O:25]. The catalyst class is: 13. (8) Reactant: [H-].[Na+].[CH3:3][O:4][C:5]1[CH:6]=[C:7]([OH:11])[CH:8]=[CH:9][CH:10]=1.Cl[CH2:13][C:14]1[CH:19]=[C:18]([N:20]2[CH2:25][CH2:24][O:23][CH2:22][CH2:21]2)[N:17]=[C:16]([C:26]2[CH:31]=[CH:30][CH:29]=[CH:28][N:27]=2)[N:15]=1.[I-].[Na+]. Product: [CH3:3][O:4][C:5]1[CH:6]=[C:7]([CH:8]=[CH:9][CH:10]=1)[O:11][CH2:13][C:14]1[CH:19]=[C:18]([N:20]2[CH2:25][CH2:24][O:23][CH2:22][CH2:21]2)[N:17]=[C:16]([C:26]2[CH:31]=[CH:30][CH:29]=[CH:28][N:27]=2)[N:15]=1. The catalyst class is: 3. (9) Reactant: [C:1]1([S:7]([N:10]2[C:14]3=[N:15][CH:16]=[C:17]([N+:19]([O-])=O)[CH:18]=[C:13]3[CH:12]=[CH:11]2)(=[O:9])=[O:8])[CH:6]=[CH:5][CH:4]=[CH:3][CH:2]=1. Product: [C:1]1([S:7]([N:10]2[C:14]3=[N:15][CH:16]=[C:17]([NH2:19])[CH:18]=[C:13]3[CH:12]=[CH:11]2)(=[O:8])=[O:9])[CH:6]=[CH:5][CH:4]=[CH:3][CH:2]=1. The catalyst class is: 312. (10) Product: [CH2:25]([O:15][C@H:12]([C@@H:11]([CH2:16][CH2:17][CH:18]([CH3:19])[CH3:20])[C@@H:9]([O:8][CH2:7][C:6]1[CH:5]=[CH:4][C:3]([O:2][CH3:1])=[CH:22][CH:21]=1)[CH3:10])[CH:13]=[CH2:14])[C:26]1[CH:31]=[CH:30][CH:29]=[CH:28][CH:27]=1. The catalyst class is: 3. Reactant: [CH3:1][O:2][C:3]1[CH:22]=[CH:21][C:6]([CH2:7][O:8][C@H:9]([C@H:11]([CH2:16][CH2:17][CH:18]([CH3:20])[CH3:19])[C@@H:12]([OH:15])[CH:13]=[CH2:14])[CH3:10])=[CH:5][CH:4]=1.[H-].[Na+].[CH2:25](Br)[C:26]1[CH:31]=[CH:30][CH:29]=[CH:28][CH:27]=1.